Dataset: Full USPTO retrosynthesis dataset with 1.9M reactions from patents (1976-2016). Task: Predict the reactants needed to synthesize the given product. (1) Given the product [F:8][C:9]1[CH:10]=[C:11]([C:15]2[CH:23]=[C:22]3[C:18]([CH2:19][CH2:20][CH:21]3[NH:24][C:25]3[CH:26]=[C:27]([CH:33]=[CH:34][CH:35]=3)[O:28][CH2:29][C:30]([O:32][CH3:3])=[O:31])=[CH:17][CH:16]=2)[CH:12]=[CH:13][CH:14]=1, predict the reactants needed to synthesize it. The reactants are: [N+](=[CH:3][Si](C)(C)C)=[N-].[F:8][C:9]1[CH:10]=[C:11]([C:15]2[CH:23]=[C:22]3[C:18]([CH2:19][CH2:20][CH:21]3[NH:24][C:25]3[CH:26]=[C:27]([CH:33]=[CH:34][CH:35]=3)[O:28][CH2:29][C:30]([OH:32])=[O:31])=[CH:17][CH:16]=2)[CH:12]=[CH:13][CH:14]=1. (2) Given the product [NH2:13][N:3]1[C:11]2[C:6](=[CH:7][CH:8]=[CH:9][CH:10]=2)[CH:5]=[CH:4]1, predict the reactants needed to synthesize it. The reactants are: [OH-].[K+].[NH:3]1[C:11]2[C:6](=[CH:7][CH:8]=[CH:9][CH:10]=2)[CH:5]=[CH:4]1.C[N:13](C=O)C. (3) The reactants are: [OH:1][C@@H:2]1[CH2:5][C@H:4]([C:6]#[N:7])[CH2:3]1.N1C=CN=C1.[CH3:13][C:14]([Si:17](Cl)([CH3:19])[CH3:18])([CH3:16])[CH3:15]. Given the product [Si:17]([O:1][C@@H:2]1[CH2:5][C@H:4]([C:6]#[N:7])[CH2:3]1)([C:14]([CH3:16])([CH3:15])[CH3:13])([CH3:19])[CH3:18], predict the reactants needed to synthesize it. (4) Given the product [OH:34][CH:33]([C:29]1[CH:30]=[C:31]2[C:26](=[CH:27][CH:28]=1)[C:25](=[O:36])[O:24][C@@H:23]([CH3:22])[CH2:32]2)[CH2:35][N:5]1[CH2:6][C@@H:1]2[CH2:7][C@H:4]1[CH2:3][N:2]2[CH2:8][C@H:9]([OH:10])[C:11]1[C:12]([CH3:21])=[C:13]2[C:14](=[CH:19][CH:20]=1)[C:15](=[O:18])[O:16][CH2:17]2, predict the reactants needed to synthesize it. The reactants are: [C@H:1]12[CH2:7][C@H:4]([NH:5][CH2:6]1)[CH2:3][N:2]2[CH2:8][C@@H:9]([C:11]1[CH:20]=[CH:19][C:14]2[C:15](=[O:18])[O:16][CH2:17][C:13]=2[C:12]=1[CH3:21])[OH:10].[CH3:22][C@H:23]1[CH2:32][C:31]2[C:26](=[CH:27][CH:28]=[C:29]([CH:33]3[CH2:35][O:34]3)[CH:30]=2)[C:25](=[O:36])[O:24]1.CCN(C(C)C)C(C)C. (5) Given the product [F:1][C:2]1[C:7]([C:8]2[CH:13]=[CH:12][CH:11]=[C:10]([CH3:14])[CH:9]=2)=[C:6]([C@H:15]([O:29][CH2:30][CH2:31][CH2:32][O:33][CH3:34])[C@@H:16]2[O:21][CH2:20][CH2:19][NH:18][CH2:17]2)[CH:5]=[CH:4][CH:3]=1, predict the reactants needed to synthesize it. The reactants are: [F:1][C:2]1[C:7]([C:8]2[CH:13]=[CH:12][CH:11]=[C:10]([CH3:14])[CH:9]=2)=[C:6]([C@H:15]([O:29][CH2:30][CH2:31][CH2:32][O:33][CH3:34])[C@@H:16]2[O:21][CH2:20][CH2:19][N:18](C(OC(C)(C)C)=O)[CH2:17]2)[CH:5]=[CH:4][CH:3]=1.C([O-])(O)=O.[Na+]. (6) Given the product [CH2:15]([N:4]1[C:5]2[CH:10]=[CH:9][CH:8]=[CH:7][C:6]=2[O:1][CH2:2][C:3]1=[O:11])[CH:14]=[CH2:13], predict the reactants needed to synthesize it. The reactants are: [O:1]1[C:6]2[CH:7]=[CH:8][CH:9]=[CH:10][C:5]=2[NH:4][C:3](=[O:11])[CH2:2]1.Br[CH2:13][CH:14]=[CH2:15].